Dataset: Reaction yield outcomes from USPTO patents with 853,638 reactions. Task: Predict the reaction yield, written as a fraction of the theoretical maximum amount of product (1.0 means a 100% yield; for example, 0.34 means a 34% yield). (1) The reactants are [N+](=[CH:3][Si](C)(C)C)=[N-].[F:8][C:9]1[CH:10]=[C:11]([NH:20][C:21]([C@@H:23]2[N:32]([C:33]([C@@H:35]3[CH2:38][C@H:37]([CH2:39][C:40]([OH:42])=[O:41])[CH2:36]3)=[O:34])[CH2:31][CH2:30][C:29]3[N:28]=[C:27]([O:43][CH3:44])[CH:26]=[CH:25][C:24]2=3)=[O:22])[CH:12]=[C:13]2[C:17]=1[C:16]([CH3:19])([CH3:18])[CH2:15][CH2:14]2.O.C(OCC)(=O)C. The catalyst is C1COCC1.CO. The product is [F:8][C:9]1[CH:10]=[C:11]([NH:20][C:21]([C@@H:23]2[N:32]([C:33]([C@@H:35]3[CH2:38][C@H:37]([CH2:39][C:40]([O:42][CH3:3])=[O:41])[CH2:36]3)=[O:34])[CH2:31][CH2:30][C:29]3[N:28]=[C:27]([O:43][CH3:44])[CH:26]=[CH:25][C:24]2=3)=[O:22])[CH:12]=[C:13]2[C:17]=1[C:16]([CH3:19])([CH3:18])[CH2:15][CH2:14]2. The yield is 0.810. (2) The product is [Br:23][CH2:1][C:2]1[C:15]2[C:10]([N:9]=[C:8]3[C:3]=1[CH:4]=[CH:5][CH:6]=[CH:7]3)=[CH:11][CH:12]=[CH:13][CH:14]=2. The yield is 0.770. The catalyst is ClCCl. The reactants are [CH3:1][C:2]1[C:3]2[C:8]([N:9]=[C:10]3[C:15]=1[CH:14]=[CH:13][CH:12]=[CH:11]3)=[CH:7][CH:6]=[CH:5][CH:4]=2.C1C(=O)N([Br:23])C(=O)C1. (3) The reactants are [Cl:1][C:2]1[C:6](=[O:7])[N:5]([C:8]2[CH:12]=[C:11]([C:13]([CH3:18])([CH3:17])[C:14](O)=[O:15])[O:10][N:9]=2)[CH:4]([OH:19])[C:3]=1[CH3:20].Cl.C[N:23](C)CCCN=C=NCC.C(N(CC)C(C)C)(C)C. The catalyst is ClCCl.O1CCOCC1.O. The product is [Cl:1][C:2]1[C:6](=[O:7])[N:5]([C:8]2[CH:12]=[C:11]([C:13]([CH3:18])([CH3:17])[C:14]([NH2:23])=[O:15])[O:10][N:9]=2)[CH:4]([OH:19])[C:3]=1[CH3:20]. The yield is 0.802. (4) The reactants are C[O:2][C:3]([CH2:5][N:6]1[C:14]2[C:9](=[N:10][CH:11]=[N:12][C:13]=2[NH2:15])[N:8]=[CH:7]1)=O.O.[BH4-].[Na+].Cl. The catalyst is C1COCC1. The product is [OH:2][CH2:3][CH2:5][N:6]1[C:14]2[C:9](=[N:10][CH:11]=[N:12][C:13]=2[NH2:15])[N:8]=[CH:7]1. The yield is 0.550.